From a dataset of Full USPTO retrosynthesis dataset with 1.9M reactions from patents (1976-2016). Predict the reactants needed to synthesize the given product. Given the product [OH:1][C@H:2]1[C@H:11]([N:12]2[CH2:13][CH2:14][CH:15]([NH:18][C:19](=[O:25])[O:20][C:21]([CH3:23])([CH3:22])[CH3:24])[CH2:16][CH2:17]2)[C:10]2[C:5](=[CH:6][CH:7]=[CH:8][CH:9]=2)[O:4][CH2:3]1, predict the reactants needed to synthesize it. The reactants are: [O:1]1[CH:11]2[CH:2]1[CH2:3][O:4][C:5]1[CH:6]=[CH:7][CH:8]=[CH:9][C:10]=12.[NH:12]1[CH2:17][CH2:16][CH:15]([NH:18][C:19](=[O:25])[O:20][C:21]([CH3:24])([CH3:23])[CH3:22])[CH2:14][CH2:13]1.